The task is: Predict the product of the given reaction.. This data is from Forward reaction prediction with 1.9M reactions from USPTO patents (1976-2016). (1) Given the reactants Cl.Cl.[C:3]1([CH2:9][N:10]2[CH2:15][CH2:14][CH2:13][CH2:12][CH:11]2NCC)[CH:8]=[CH:7][CH:6]=[CH:5][CH:4]=1.[CH3:19][S:20]([C:23]1[CH:28]=[CH:27][C:26]([CH2:29][C:30]([OH:32])=O)=[CH:25][CH:24]=1)(=[O:22])=[O:21].[CH:33]1([N:39]=C=NC2CCCCC2)CCCC[CH2:34]1, predict the reaction product. The product is: [C:3]1([CH2:9][N:10]2[CH2:11][CH2:12][CH:13]([N:39]([CH2:33][CH3:34])[C:30](=[O:32])[CH2:29][C:26]3[CH:25]=[CH:24][C:23]([S:20]([CH3:19])(=[O:21])=[O:22])=[CH:28][CH:27]=3)[CH2:14][CH2:15]2)[CH:4]=[CH:5][CH:6]=[CH:7][CH:8]=1. (2) Given the reactants [CH:1]1([CH2:4][O:5][C:6]2[N:11]=[C:10]([C:12]([OH:14])=O)[CH:9]=[N:8][C:7]=2[N:15]2[CH2:18][C:17]([F:20])([F:19])[CH2:16]2)[CH2:3][CH2:2]1.Cl.[CH3:22][C:23]1([CH3:31])[CH2:27][NH:26][CH:25]([C:28]([NH2:30])=[O:29])[CH2:24]1, predict the reaction product. The product is: [CH:1]1([CH2:4][O:5][C:6]2[N:11]=[C:10]([C:12]([N:26]3[CH2:27][C:23]([CH3:31])([CH3:22])[CH2:24][CH:25]3[C:28]([NH2:30])=[O:29])=[O:14])[CH:9]=[N:8][C:7]=2[N:15]2[CH2:18][C:17]([F:20])([F:19])[CH2:16]2)[CH2:2][CH2:3]1. (3) Given the reactants [CH3:1][CH:2]([O:4][C:5]1[CH:10]=[CH:9][C:8](B(O)O)=[CH:7][CH:6]=1)[CH3:3].I[C:15]1[N:20]=[C:19]([NH2:21])[N:18]=[C:17]([NH:22][CH3:23])[CH:16]=1, predict the reaction product. The product is: [CH3:23][NH:22][C:17]1[CH:16]=[C:15]([C:8]2[CH:9]=[CH:10][C:5]([O:4][CH:2]([CH3:3])[CH3:1])=[CH:6][CH:7]=2)[N:20]=[C:19]([NH2:21])[N:18]=1. (4) The product is: [Cl:24][C:25]1[CH:32]=[CH:31][C:28]([CH2:29][O:30][C:3]2[N:8]=[C:7]([C:9]3[CH:14]=[CH:13][C:12]([Cl:15])=[CH:11][CH:10]=3)[C:6]([C:16]3[CH:21]=[CH:20][C:19]([Cl:22])=[CH:18][C:17]=3[Cl:23])=[CH:5][N:4]=2)=[CH:27][CH:26]=1. Given the reactants CS[C:3]1[N:8]=[C:7]([C:9]2[CH:14]=[CH:13][C:12]([Cl:15])=[CH:11][CH:10]=2)[C:6]([C:16]2[CH:21]=[CH:20][C:19]([Cl:22])=[CH:18][C:17]=2[Cl:23])=[CH:5][N:4]=1.[Cl:24][C:25]1[CH:32]=[CH:31][C:28]([CH2:29][OH:30])=[CH:27][CH:26]=1, predict the reaction product. (5) Given the reactants FC(F)(F)S(O[C:7]1[N:8]=[C:9]([N:32]2[CH2:37][CH2:36][O:35][CH2:34][CH2:33]2)[CH:10]=[C:11]2[C:16]=1[N:15]([C:17](=[O:19])[CH3:18])[CH:14]([CH:20]1[CH2:22][CH2:21]1)[CH:13]([CH3:23])[CH:12]2[NH:24][C:25]1[CH:30]=[CH:29][CH:28]=[C:27]([CH3:31])[N:26]=1)(=O)=O.C(N(CC)CC)C.C(O)=O.CO, predict the reaction product. The product is: [CH:20]1([C@H:14]2[C@H:13]([CH3:23])[C@@H:12]([NH:24][C:25]3[CH:30]=[CH:29][CH:28]=[C:27]([CH3:31])[N:26]=3)[C:11]3[C:16](=[CH:7][N:8]=[C:9]([N:32]4[CH2:37][CH2:36][O:35][CH2:34][CH2:33]4)[CH:10]=3)[N:15]2[C:17](=[O:19])[CH3:18])[CH2:22][CH2:21]1.